Task: Predict the reaction yield, written as a fraction of the theoretical maximum amount of product (1.0 means a 100% yield; for example, 0.34 means a 34% yield).. Dataset: Reaction yield outcomes from USPTO patents with 853,638 reactions (1) The reactants are Br[C:2]1[C:3]([F:23])=[CH:4][C:5]2[O:11][CH2:10][CH2:9][N:8]3[C:12]([C:18]([NH:20][CH3:21])=[O:19])=[C:13]([C:15]([NH2:17])=[O:16])[N:14]=[C:7]3[C:6]=2[CH:22]=1.[N:24]1[CH:29]=[CH:28][CH:27]=[CH:26][C:25]=1[C@:30]([OH:34])([C:32]#[CH:33])[CH3:31]. No catalyst specified. The product is [F:23][C:3]1[C:2]([C:33]#[C:32][C@@:30]([OH:34])([C:25]2[CH:26]=[CH:27][CH:28]=[CH:29][N:24]=2)[CH3:31])=[CH:22][C:6]2[C:7]3[N:8]([C:12]([C:18]([NH:20][CH3:21])=[O:19])=[C:13]([C:15]([NH2:17])=[O:16])[N:14]=3)[CH2:9][CH2:10][O:11][C:5]=2[CH:4]=1. The yield is 0.100. (2) The reactants are [C:1]1(=[CH:4][C:5]([O:7][Si:8]([CH2:13][CH3:14])([CH2:11][CH3:12])[CH2:9][CH3:10])=[CH2:6])[CH2:3][CH2:2]1.CC(C)(C)/C(/O)=C/C(C(C(C(F)(F)F)(F)F)(F)F)=O.CC(C)(C)/C(/O)=C/C(C(C(C(F)(F)F)(F)F)(F)F)=O.CC(C)(C)/C(/O)=C/C(C(C(C(F)(F)F)(F)F)(F)F)=O.[Eu].[N+:73]([C:76]1[CH:83]=[N:82][CH:81]=[CH:80][C:77]=1[CH:78]=[O:79])([O-:75])=[O:74]. The catalyst is ClC1C=CC=CC=1Cl. The product is [N+:73]([C:76]1[CH:83]=[N:82][CH:81]=[CH:80][C:77]=1[C@H:78]1[CH2:6][C:5]([O:7][Si:8]([CH2:9][CH3:10])([CH2:13][CH3:14])[CH2:11][CH3:12])=[CH:4][C:1]2([CH2:2][CH2:3]2)[O:79]1)([O-:75])=[O:74]. The yield is 0.490. (3) The reactants are [NH2:1][C:2]1[CH:3]=[CH:4][N:5]([CH3:27])[C:6]2[C:7]=1[CH:8]=[CH:9][C:10]1[N:19]([C:20]3[CH:25]=[CH:24][C:23]([F:26])=[CH:22][CH:21]=3)[CH2:18][CH:17]=[C:12]3[NH:13][C:14](=[O:16])[C:15]=2[C:11]=13.C(O)(=O)C.C([BH3-])#N.[Na+].[CH3:36][C:37]1[N:42]=[C:41]([CH:43]=O)[CH:40]=[CH:39][CH:38]=1. No catalyst specified. The product is [F:26][C:23]1[CH:22]=[CH:21][C:20]([N:19]2[C:10]3=[C:11]4[C:15](=[C:6]5[N:5]([CH3:27])[CH:4]=[CH:3][C:2]([NH:1][CH2:43][C:41]6[CH:40]=[CH:39][CH:38]=[C:37]([CH3:36])[N:42]=6)=[C:7]5[CH:8]=[CH:9]3)[C:14](=[O:16])[NH:13][C:12]4=[CH:17][CH2:18]2)=[CH:25][CH:24]=1. The yield is 0.440. (4) The reactants are [CH3:1][N:2]([CH3:17])[CH2:3][CH2:4][CH2:5][N:6]1[CH2:11][CH2:10][S:9][C:8]2[CH:12]=[C:13]([NH2:16])[CH:14]=[CH:15][C:7]1=2.I.[S:19]1[CH:23]=[CH:22][CH:21]=[C:20]1[C:24](SC)=[NH:25]. The catalyst is C(O)C.C([O-])(O)=O.[Na+]. The product is [CH3:17][N:2]([CH3:1])[CH2:3][CH2:4][CH2:5][N:6]1[CH2:11][CH2:10][S:9][C:8]2[CH:12]=[C:13]([NH:16][C:24]([C:20]3[S:19][CH:23]=[CH:22][CH:21]=3)=[NH:25])[CH:14]=[CH:15][C:7]1=2. The yield is 0.860. (5) The reactants are [Br:1][C:2]1[CH:7]=[CH:6][C:5](/[CH:8]=[CH:9]/[C:10](OCC)=[O:11])=[CH:4][CH:3]=1.[H-].C([Al+]CC(C)C)C(C)C.[OH-].[Na+]. The catalyst is ClCCl. The product is [Br:1][C:2]1[CH:3]=[CH:4][C:5](/[CH:8]=[CH:9]/[CH2:10][OH:11])=[CH:6][CH:7]=1. The yield is 1.00. (6) The reactants are [CH3:1][O:2][C:3](=[O:33])[CH2:4][CH2:5][C:6]1[CH:11]=[CH:10][C:9]([C:12]2[CH:17]=[CH:16][C:15]([CH2:18][CH:19]([NH:25]C(OC(C)(C)C)=O)[C:20](=[O:24])[N:21]([CH3:23])[CH3:22])=[CH:14][CH:13]=2)=[CH:8][CH:7]=1.C(Cl)[Cl:35]. No catalyst specified. The product is [ClH:35].[CH3:1][O:2][C:3](=[O:33])[CH2:4][CH2:5][C:6]1[CH:7]=[CH:8][C:9]([C:12]2[CH:17]=[CH:16][C:15]([CH2:18][CH:19]([NH2:25])[C:20](=[O:24])[N:21]([CH3:22])[CH3:23])=[CH:14][CH:13]=2)=[CH:10][CH:11]=1. The yield is 0.948. (7) The reactants are [CH3:1][C:2]1[C:7]([OH:8])=[C:6]([CH:9]=[O:10])[C:5]([CH2:11][OH:12])=[CH:4][N:3]=1.Cl.C(=O)(O)[O-].[Na+]. The catalyst is O. The product is [CH3:1][C:2]1[N:3]=[CH:4][C:5]([CH2:11][OH:12])=[C:6]([CH:9]=[O:10])[C:7]=1[OH:8]. The yield is 0.800. (8) The reactants are [Si]([O:18][CH2:19][CH2:20][CH:21]1[CH2:23][CH:22]1[C@@H:24]([NH:29][C:30](=[O:36])[O:31][C:32]([CH3:35])([CH3:34])[CH3:33])[CH2:25][CH:26]([CH3:28])[CH3:27])(C(C)(C)C)(C1C=CC=CC=1)C1C=CC=CC=1.CCCC[N+](CCCC)(CCCC)CCCC.[F-]. The catalyst is C1COCC1. The product is [OH:18][CH2:19][CH2:20][CH:21]1[CH2:23][CH:22]1[C@@H:24]([NH:29][C:30](=[O:36])[O:31][C:32]([CH3:33])([CH3:35])[CH3:34])[CH2:25][CH:26]([CH3:28])[CH3:27]. The yield is 0.880. (9) The reactants are C(OC(=O)N)(C)(C)C.[C:9]([O:13][C:14](=[O:48])[NH:15][C:16]1([C:20]2[CH:25]=[CH:24][C:23]([C:26]3[C:35](=[O:36])[C:34]4[C:29](=[C:30]([NH:40][CH3:41])[C:31]([N+:37]([O-])=O)=[CH:32][CH:33]=4)[O:28][C:27]=3[C:42]3[CH:47]=[CH:46][CH:45]=[CH:44][CH:43]=3)=[CH:22][CH:21]=2)[CH2:19][CH2:18][CH2:17]1)([CH3:12])([CH3:11])[CH3:10]. No catalyst specified. The product is [C:9]([O:13][C:14](=[O:48])[NH:15][C:16]1([C:20]2[CH:21]=[CH:22][C:23]([C:26]3[C:35](=[O:36])[C:34]4[C:29](=[C:30]([NH:40][CH3:41])[C:31]([NH2:37])=[CH:32][CH:33]=4)[O:28][C:27]=3[C:42]3[CH:47]=[CH:46][CH:45]=[CH:44][CH:43]=3)=[CH:24][CH:25]=2)[CH2:17][CH2:18][CH2:19]1)([CH3:12])([CH3:10])[CH3:11]. The yield is 0.890.